Dataset: Catalyst prediction with 721,799 reactions and 888 catalyst types from USPTO. Task: Predict which catalyst facilitates the given reaction. (1) Reactant: [Cl:1][C:2]1[CH:3]=[C:4]([C:10]2([C:27]([F:30])([F:29])[F:28])[CH2:14][CH2:13][N:12]([C:15]3[N:20]=[C:19]([C:21]([F:24])([F:23])[F:22])[C:18]([CH2:25]O)=[CH:17][CH:16]=3)[CH2:11]2)[CH:5]=[C:6]([Cl:9])[C:7]=1[Cl:8].C([N:33](CC)CC)C.CS(Cl)(=O)=O.O.N. Product: [Cl:1][C:2]1[CH:3]=[C:4]([C:10]2([C:27]([F:30])([F:29])[F:28])[CH2:14][CH2:13][N:12]([C:15]3[N:20]=[C:19]([C:21]([F:24])([F:23])[F:22])[C:18]([CH2:25][NH2:33])=[CH:17][CH:16]=3)[CH2:11]2)[CH:5]=[C:6]([Cl:9])[C:7]=1[Cl:8]. The catalyst class is: 10. (2) The catalyst class is: 36. Product: [CH:38]([O:37][C:35](=[O:36])[C@@H:34]([N:33]=[P:31]([O:30][C:29]1[CH:42]=[CH:43][CH:44]=[CH:45][C:28]=1[O:16][CH2:15][C@:10]1([N:17]=[N+:18]=[N-:19])[C@@H:11]([F:14])[C@@H:12]([OH:13])[C@H:8]([N:5]2[CH:6]=[CH:7][C:2]([NH2:1])=[N:3][C:4]2=[O:20])[O:9]1)=[O:32])[CH3:41])([CH3:39])[CH3:40]. Reactant: [NH2:1][C:2]1[CH:7]=[CH:6][N:5]([C@H:8]2[C@H:12]([OH:13])[C@H:11]([F:14])[C@@:10]([N:17]=[N+:18]=[N-:19])([CH2:15][OH:16])[O:9]2)[C:4](=[O:20])[N:3]=1.C([Mg]Cl)(C)(C)C.Cl[C:28]1[CH:45]=[CH:44][CH:43]=[CH:42][C:29]=1[O:30][P:31](=[N:33][C@@H:34]([CH3:41])[C:35]([O:37][CH:38]([CH3:40])[CH3:39])=[O:36])=[O:32].ClC1C=CC2C(=CC=CC=2)C=1OP(=N[C@@H](C)C(OCC1C=CC=CC=1)=O)=O. (3) Reactant: [CH3:1][O:2][C:3]12[CH2:11][CH:7]3[CH2:8][CH:9]([CH2:10]1)[C:5]([NH2:12])([CH2:6]3)[CH2:4]2.Cl[CH2:14][C:15]([N:17]1[CH2:21][CH2:20][CH2:19][C@H:18]1[C:22]#[N:23])=[O:16].C([O-])([O-])=O.[K+].[K+]. Product: [CH3:1][O:2][C:3]12[CH2:11][CH:7]3[CH2:8][CH:9]([CH2:10]1)[C:5]([NH:12][CH2:14][C:15]([N:17]1[CH2:21][CH2:20][CH2:19][C@H:18]1[C:22]#[N:23])=[O:16])([CH2:6]3)[CH2:4]2. The catalyst class is: 197. (4) Reactant: [CH3:1][O:2][C:3]1[CH:4]=[C:5]([CH:11]=[C:12]([O:16][CH3:17])[C:13]=1[O:14][CH3:15])/[CH:6]=[CH:7]/[N+:8]([O-])=O.[H-].[Al+3].[Li+].[H-].[H-].[H-].[OH-].[Na+].C(=O)([O-])[O-].[K+].[K+]. Product: [CH3:17][O:16][C:12]1[CH:11]=[C:5]([CH:4]=[C:3]([O:2][CH3:1])[C:13]=1[O:14][CH3:15])[CH2:6][CH2:7][NH2:8]. The catalyst class is: 132.